Dataset: Forward reaction prediction with 1.9M reactions from USPTO patents (1976-2016). Task: Predict the product of the given reaction. Given the reactants CC(OC([N:8](C(OC(C)(C)C)=O)[N:9]([C:17]1[C:22]([F:23])=[C:21]([N:24]2[CH2:29][CH2:28][O:27][CH2:26][C@@H:25]2[CH3:30])[N:20]=[C:19]([Cl:31])[N:18]=1)C(OC(C)(C)C)=O)=O)(C)C.[ClH:39].[CH3:40]COCC, predict the reaction product. The product is: [ClH:31].[ClH:39].[F:23][C:22]1[C:21]([N:24]2[CH2:29][CH2:28][O:27][CH2:26][C@@H:25]2[CH3:30])=[N:20][C:19]([CH3:40])=[N:18][C:17]=1[NH:9][NH2:8].